Predict the product of the given reaction. From a dataset of Forward reaction prediction with 1.9M reactions from USPTO patents (1976-2016). (1) Given the reactants [C:1]([NH:4][CH2:5][CH2:6][CH2:7][S:8]([O:11][CH2:12][C:13]([CH3:44])([CH3:43])[C@@H:14]([O:35]CC1C=CC=CC=1)[C:15]([O:17][CH2:18][CH2:19][O:20][C:21](=[O:34])[C:22]([CH3:33])([CH3:32])[CH2:23][O:24]CC1C=CC=CC=1)=[O:16])(=[O:10])=[O:9])(=[O:3])[CH3:2], predict the reaction product. The product is: [C:1]([NH:4][CH2:5][CH2:6][CH2:7][S:8]([O:11][CH2:12][C:13]([CH3:44])([CH3:43])[C@@H:14]([OH:35])[C:15]([O:17][CH2:18][CH2:19][O:20][C:21](=[O:34])[C:22]([CH3:32])([CH3:33])[CH2:23][OH:24])=[O:16])(=[O:10])=[O:9])(=[O:3])[CH3:2]. (2) Given the reactants C(OC(=O)[NH:7][C@H:8]([CH2:17][N:18]1[C:26](=[O:27])[C:25]2[C:20](=[CH:21][CH:22]=[CH:23][CH:24]=2)[C:19]1=[O:28])[CH2:9][C:10]1[CH:15]=[CH:14][CH:13]=[C:12]([F:16])[CH:11]=1)(C)(C)C.[F:30][C:31]([F:36])([F:35])[C:32]([OH:34])=[O:33].ClCCl, predict the reaction product. The product is: [F:30][C:31]([F:36])([F:35])[C:32]([OH:34])=[O:33].[NH2:7][C@@H:8]([CH2:9][C:10]1[CH:15]=[CH:14][CH:13]=[C:12]([F:16])[CH:11]=1)[CH2:17][N:18]1[C:26](=[O:27])[C:25]2[C:20](=[CH:21][CH:22]=[CH:23][CH:24]=2)[C:19]1=[O:28].